Dataset: Full USPTO retrosynthesis dataset with 1.9M reactions from patents (1976-2016). Task: Predict the reactants needed to synthesize the given product. (1) Given the product [C:1]([O:5][C:6](=[O:33])[NH:7][C@H:8]1[CH2:13][CH2:12][C@@H:11]([N:14]2[C:15](=[O:16])[C:17]3[CH:22]=[C:21]([F:23])[CH:20]=[N:19][C:18]=3[N:24]([C:25]3[CH:30]=[C:29]([CH3:31])[CH:28]=[C:27]([Br:32])[CH:26]=3)[C:34]2=[O:35])[CH2:10][CH2:9]1)([CH3:4])([CH3:2])[CH3:3], predict the reactants needed to synthesize it. The reactants are: [C:1]([O:5][C:6](=[O:33])[NH:7][C@H:8]1[CH2:13][CH2:12][C@@H:11]([NH:14][C:15]([C:17]2[C:18]([NH:24][C:25]3[CH:30]=[C:29]([CH3:31])[CH:28]=[C:27]([Br:32])[CH:26]=3)=[N:19][CH:20]=[C:21]([F:23])[CH:22]=2)=[O:16])[CH2:10][CH2:9]1)([CH3:4])([CH3:3])[CH3:2].[C:34](N1C=CN=C1)(N1C=CN=C1)=[O:35]. (2) Given the product [Br:14][C:11]1[CH:12]=[CH:13][C:8]([C:6](=[O:7])[CH2:5][N:2]([CH3:3])[CH3:1])=[CH:9][CH:10]=1, predict the reactants needed to synthesize it. The reactants are: [CH3:1][NH:2][CH3:3].Br[CH2:5][C:6]([C:8]1[CH:13]=[CH:12][C:11]([Br:14])=[CH:10][CH:9]=1)=[O:7]. (3) Given the product [NH2:21][CH2:20][CH:16]([CH:17]([CH3:19])[CH3:18])[CH2:15][C:14]([NH:13][C:9]1[CH:8]=[C:7]2[C:12](=[CH:11][CH:10]=1)[N:3]([CH2:1][CH3:2])[C:4](=[O:28])[N:5]([CH2:26][CH3:27])[C:6]2=[O:25])=[O:24], predict the reactants needed to synthesize it. The reactants are: [CH2:1]([N:3]1[C:12]2[C:7](=[CH:8][C:9]([NH:13][C:14](=[O:24])[CH2:15][CH:16]([CH2:20][N+:21]([O-])=O)[CH:17]([CH3:19])[CH3:18])=[CH:10][CH:11]=2)[C:6](=[O:25])[N:5]([CH2:26][CH3:27])[C:4]1=[O:28])[CH3:2]. (4) Given the product [CH:1]1([CH2:4][N:5]2[C:13]3[C:8](=[N:9][C:10]([C:14]4[C:22]5[C:17](=[N:18][CH:19]=[CH:20][CH:21]=5)[N:16]([CH2:23][C:24]5[CH:29]=[CH:28][CH:27]=[CH:26][C:25]=5[F:30])[N:15]=4)=[N:11][CH:12]=3)[NH:7][C:6]2=[O:42])[CH2:3][CH2:2]1, predict the reactants needed to synthesize it. The reactants are: [CH:1]1([CH2:4][N:5]2[C:13]3[C:8](=[N:9][C:10]([C:14]4[C:22]5[C:17](=[N:18][CH:19]=[CH:20][CH:21]=5)[N:16]([CH2:23][C:24]5[CH:29]=[CH:28][CH:27]=[CH:26][C:25]=5[F:30])[N:15]=4)=[N:11][CH:12]=3)[N:7](CC3C=CC(OC)=CC=3OC)[C:6]2=[O:42])[CH2:3][CH2:2]1.C([SiH](CC)CC)C.O.C(=O)([O-])O.[Na+]. (5) Given the product [C:6]1([C:5](=[N:12][OH:13])[C:3](=[O:4])[CH2:1][CH3:2])[CH:11]=[CH:10][CH:9]=[CH:8][CH:7]=1, predict the reactants needed to synthesize it. The reactants are: [CH2:1]([C:3]([CH2:5][C:6]1[CH:11]=[CH:10][CH:9]=[CH:8][CH:7]=1)=[O:4])[CH3:2].[N:12](OC(C)(C)C)=[O:13].CC[O-].[Na+]. (6) Given the product [CH:1]([C@@H:4]1[CH2:9][CH2:8][C@@H:7]([CH3:10])[CH2:6][C@H:5]1[C:11]([NH2:15])=[O:12])([CH3:3])[CH3:2], predict the reactants needed to synthesize it. The reactants are: [CH:1]([C@@H:4]1[CH2:9][CH2:8][C@@H:7]([CH3:10])[CH2:6][C@H:5]1[C:11](Cl)=[O:12])([CH3:3])[CH3:2].[OH-].[NH4+:15]. (7) Given the product [CH3:1][C@H:2]([OH:9])[CH2:3][CH2:4][CH2:5][CH2:6][CH2:7][CH3:8], predict the reactants needed to synthesize it. The reactants are: [CH3:1][C@@H:2]([OH:9])[CH2:3][CH2:4][CH2:5][CH2:6][CH2:7][CH3:8].C[C@H]1[C@H](O)C[C@H]2C(C)(C)[C@@H]1C2.CC1C(O)CC2C(C)(C)C1C2.C[C@@H]([C@@H]1[C@@]2(C)CC[C@@H]3[C@@]4(C)CC[C@H](O)C[C@@H]4CC[C@H]3[C@@H]2CC1)CCCC(C)C.C[C@@H]([C@@H]1[C@@]2(C)CC[C@@H]3[C@@]4(C)CC[C@@H](O)C[C@@H]4CC[C@H]3[C@@H]2CC1)CCCC(C)C.